The task is: Predict which catalyst facilitates the given reaction.. This data is from Catalyst prediction with 721,799 reactions and 888 catalyst types from USPTO. Product: [Cl:1][C:2]1[N:10]=[CH:9][N:8]=[C:7]2[C:3]=1[N:4]=[CH:5][N:6]2[C@H:11]1[C@@H:15]2[O:16][C:22]([CH3:24])([CH3:23])[O:17][C@@H:14]2[C@@H:13]([CH2:18][OH:19])[O:12]1. Reactant: [Cl:1][C:2]1[N:10]=[CH:9][N:8]=[C:7]2[C:3]=1[N:4]=[CH:5][N:6]2[C@H:11]1[C@H:15]([OH:16])[C@H:14]([OH:17])[C@@H:13]([CH2:18][OH:19])[O:12]1.CO[C:22](OC)([CH3:24])[CH3:23].O.C1(C)C=CC(S(O)(=O)=O)=CC=1.C(=O)(O)[O-].[Na+]. The catalyst class is: 21.